From a dataset of Reaction yield outcomes from USPTO patents with 853,638 reactions. Predict the reaction yield, written as a fraction of the theoretical maximum amount of product (1.0 means a 100% yield; for example, 0.34 means a 34% yield). (1) The reactants are [C:1]([CH:3]1[CH2:5][CH2:4]1)#[CH:2].C(N(CC)CC)C.Br[C:14]1[CH:35]=[CH:34][C:17]([C:18]([NH:20][S:21]([C:24]2[CH:29]=[CH:28][CH:27]=[CH:26][C:25]=2[S:30](=[O:33])(=[O:32])[NH2:31])(=[O:23])=[O:22])=[O:19])=[CH:16][C:15]=1[O:36][CH3:37]. The catalyst is CN(C)C=O.C1C=CC([P]([Pd]([P](C2C=CC=CC=2)(C2C=CC=CC=2)C2C=CC=CC=2)([P](C2C=CC=CC=2)(C2C=CC=CC=2)C2C=CC=CC=2)[P](C2C=CC=CC=2)(C2C=CC=CC=2)C2C=CC=CC=2)(C2C=CC=CC=2)C2C=CC=CC=2)=CC=1.[Cu]I. The product is [CH:3]1([C:1]#[C:2][C:14]2[CH:35]=[CH:34][C:17]([C:18]([NH:20][S:21]([C:24]3[CH:29]=[CH:28][CH:27]=[CH:26][C:25]=3[S:30](=[O:32])(=[O:33])[NH2:31])(=[O:22])=[O:23])=[O:19])=[CH:16][C:15]=2[O:36][CH3:37])[CH2:5][CH2:4]1. The yield is 0.480. (2) The reactants are [N+:1]([C:4]1[CH:9]=[CH:8][CH:7]=[CH:6][C:5]=1[S:10](Cl)(=[O:12])=[O:11])([O-:3])=[O:2].[NH2:14][CH2:15][CH2:16][CH2:17][OH:18].C(N(CC)CC)C.[O:26]1[CH:31]=[CH:30][CH2:29][CH2:28][CH2:27]1.C1(C)C=CC(S(O)(=O)=O)=CC=1.[OH-].[Na+]. The catalyst is ClCCl.O. The product is [N+:1]([C:4]1[CH:9]=[CH:8][CH:7]=[CH:6][C:5]=1[S:10]([NH:14][CH2:15][CH2:16][CH2:17][O:18][CH:27]1[CH2:28][CH2:29][CH2:30][CH2:31][O:26]1)(=[O:12])=[O:11])([O-:3])=[O:2]. The yield is 0.800.